From a dataset of Reaction yield outcomes from USPTO patents with 853,638 reactions. Predict the reaction yield, written as a fraction of the theoretical maximum amount of product (1.0 means a 100% yield; for example, 0.34 means a 34% yield). (1) The reactants are [F:1][C:2]([F:8])([F:7])[C:3](OC)=[O:4].C(N(CC)CC)C.[NH2:16][CH2:17][C:18]([OH:20])=[O:19].Cl. The catalyst is CO.C(OCC)(=O)C. The product is [F:8][C:2]([F:1])([F:7])[C:3]([NH:16][CH2:17][C:18]([OH:20])=[O:19])=[O:4]. The yield is 0.870. (2) The reactants are [C:1]1([CH3:12])[CH:6]=[CH:5][C:4]([C:7]2[N:11]=[CH:10][NH:9][N:8]=2)=[CH:3][CH:2]=1.[F:13][C:14]([O:20][C:21]1[CH:26]=[CH:25][C:24](Br)=[CH:23][CH:22]=1)([F:19])[C:15]([F:18])([F:17])[F:16].C([O-])([O-])=O.[Cs+].[Cs+].OC1C=CC=C2C=1N=CC=C2.Cl. The catalyst is [Cu]I.CCOCC.O.CN(C=O)C.O. The product is [F:13][C:14]([F:19])([O:20][C:21]1[CH:22]=[CH:23][C:24]([N:9]2[CH:10]=[N:11][C:7]([C:4]3[CH:3]=[CH:2][C:1]([CH3:12])=[CH:6][CH:5]=3)=[N:8]2)=[CH:25][CH:26]=1)[C:15]([F:16])([F:18])[F:17]. The yield is 0.610.